Task: Predict which catalyst facilitates the given reaction.. Dataset: Catalyst prediction with 721,799 reactions and 888 catalyst types from USPTO Reactant: [Cl:1][C:2]1[C:3](F)=[N:4][CH:5]=[C:6]([C:8]([F:11])([F:10])[F:9])[CH:7]=1.[C-:13]#[N:14].[K+]. The catalyst class is: 16. Product: [Cl:1][C:2]1[C:3]([C:13]#[N:14])=[N:4][CH:5]=[C:6]([C:8]([F:11])([F:10])[F:9])[CH:7]=1.